Task: Predict the product of the given reaction.. Dataset: Forward reaction prediction with 1.9M reactions from USPTO patents (1976-2016) (1) Given the reactants [Cl:1][C:2]1[CH:3]=[N:4][C:5]2[N:6]([N:8]=[C:9]([C:11]([OH:13])=O)[CH:10]=2)[CH:7]=1.[F:14][C:15]1[CH:24]=[CH:23][CH:22]=[C:21]2[C:16]=1[CH2:17][CH2:18][NH:19][CH:20]2[C:25]([F:28])([F:27])[F:26], predict the reaction product. The product is: [Cl:1][C:2]1[CH:3]=[N:4][C:5]2[N:6]([N:8]=[C:9]([C:11]([N:19]3[CH2:18][CH2:17][C:16]4[C:21](=[CH:22][CH:23]=[CH:24][C:15]=4[F:14])[CH:20]3[C:25]([F:26])([F:27])[F:28])=[O:13])[CH:10]=2)[CH:7]=1. (2) The product is: [Cl:1][C:2]1[C:11]2[C:6](=[CH:7][CH:8]=[CH:9][CH:10]=2)[CH:5]=[CH:4][C:3]=1[S:12]([CH2:15][CH2:16][NH:17][CH2:18][C:19]1[CH:23]=[CH:22][CH:21]=[CH:37][N:38]=1)(=[O:14])=[O:13]. Given the reactants [Cl:1][C:2]1[C:11]2[C:6](=[CH:7][CH:8]=[CH:9][CH:10]=2)[CH:5]=[CH:4][C:3]=1[S:12]([CH2:15][CH2:16][NH:17][CH2:18][C:19]1O[CH:21]=[CH:22][CH:23]=1)(=[O:14])=[O:13].ClC1C2C(=CC=CC=2)C=CC=1SC[CH2:37][NH:38]CC1C=CC=CN=1, predict the reaction product.